This data is from NCI-60 drug combinations with 297,098 pairs across 59 cell lines. The task is: Regression. Given two drug SMILES strings and cell line genomic features, predict the synergy score measuring deviation from expected non-interaction effect. Drug 1: CC1=C(C(CCC1)(C)C)C=CC(=CC=CC(=CC(=O)O)C)C. Drug 2: CCCCC(=O)OCC(=O)C1(CC(C2=C(C1)C(=C3C(=C2O)C(=O)C4=C(C3=O)C=CC=C4OC)O)OC5CC(C(C(O5)C)O)NC(=O)C(F)(F)F)O. Cell line: NCI-H522. Synergy scores: CSS=43.4, Synergy_ZIP=1.48, Synergy_Bliss=1.86, Synergy_Loewe=-11.2, Synergy_HSA=2.98.